This data is from Catalyst prediction with 721,799 reactions and 888 catalyst types from USPTO. The task is: Predict which catalyst facilitates the given reaction. Reactant: [F:1][C:2]([F:15])([C:5]1[CH:10]=[CH:9][C:8]([C:11]([F:14])([F:13])[F:12])=[CH:7][N:6]=1)[CH2:3][OH:4].CCN(C(C)C)C(C)C.[O:25](S(C(F)(F)F)(=O)=O)[S:26]([C:29]([F:32])([F:31])[F:30])(=O)=[O:27]. Product: [F:30][C:29]([F:32])([F:31])[S:26]([O:4][CH2:3][C:2]([F:1])([F:15])[C:5]1[CH:10]=[CH:9][C:8]([C:11]([F:12])([F:13])[F:14])=[CH:7][N:6]=1)(=[O:27])=[O:25]. The catalyst class is: 28.